This data is from Full USPTO retrosynthesis dataset with 1.9M reactions from patents (1976-2016). The task is: Predict the reactants needed to synthesize the given product. Given the product [F:1][C:2]1[C:8]([Cl:9])=[CH:7][CH:6]=[CH:5][C:3]=1[N:4]=[C:10]=[S:11], predict the reactants needed to synthesize it. The reactants are: [F:1][C:2]1[C:8]([Cl:9])=[CH:7][CH:6]=[CH:5][C:3]=1[NH2:4].[C:10](Cl)(Cl)=[S:11].C(N(CC)CC)C.C(OCC)(=O)C.